From a dataset of Full USPTO retrosynthesis dataset with 1.9M reactions from patents (1976-2016). Predict the reactants needed to synthesize the given product. (1) Given the product [CH3:39][O:40][C:41]([C:42]1[N:22]([C:23]2[CH:24]=[CH:25][CH:26]=[CH:27][CH:28]=2)[C:4]2[C:5]([C:8](=[O:21])[C:9]=1[CH2:10][N:11]1[CH2:16][CH2:15][CH:14]([S:17]([CH3:20])(=[O:18])=[O:19])[CH2:13][CH2:12]1)=[CH:6][CH:7]=[C:2]([F:1])[CH:3]=2)=[O:45], predict the reactants needed to synthesize it. The reactants are: [F:1][C:2]1[CH:7]=[CH:6][C:5]([C:8](=[O:21])[CH2:9][CH2:10][N:11]2[CH2:16][CH2:15][CH:14]([S:17]([CH3:20])(=[O:19])=[O:18])[CH2:13][CH2:12]2)=[C:4]([NH:22][C:23]2[CH:28]=[CH:27][CH:26]=[CH:25][CH:24]=2)[CH:3]=1.C[Si]([N-][Si](C)(C)C)(C)C.[Na+].[CH3:39][O:40][C:41](=[O:45])[C:42](Cl)=O. (2) Given the product [CH3:1][O:2][C:3](=[O:15])[C:4]1[CH:9]=[CH:8][C:7]([CH2:10][Br:16])=[C:6]([C:11]([F:12])([F:14])[F:13])[CH:5]=1, predict the reactants needed to synthesize it. The reactants are: [CH3:1][O:2][C:3](=[O:15])[C:4]1[CH:9]=[CH:8][C:7]([CH3:10])=[C:6]([C:11]([F:14])([F:13])[F:12])[CH:5]=1.[Br:16]N1C(=O)CCC1=O.C(OOC(=O)C1C=CC=CC=1)(=O)C1C=CC=CC=1.